Dataset: Catalyst prediction with 721,799 reactions and 888 catalyst types from USPTO. Task: Predict which catalyst facilitates the given reaction. Reactant: [Cl:1][C:2]1[CH:7]=[C:6]([C:8]([F:11])([F:10])[F:9])[CH:5]=[CH:4][C:3]=1[C:12](=O)[CH2:13][C:14]([C:16]1[C:17]([OH:37])=[C:18]([CH:26]2[CH2:30][CH2:29][N:28]([CH3:31])[CH:27]2[CH2:32][O:33]C(=O)C)[C:19]([O:24][CH3:25])=[CH:20][C:21]=1[O:22][CH3:23])=[O:15].C([O-])(O)=O.[Na+]. Product: [Cl:1][C:2]1[CH:7]=[C:6]([C:8]([F:11])([F:10])[F:9])[CH:5]=[CH:4][C:3]=1[C:12]1[O:37][C:17]2[C:16]([C:14](=[O:15])[CH:13]=1)=[C:21]([O:22][CH3:23])[CH:20]=[C:19]([O:24][CH3:25])[C:18]=2[C@@H:26]1[CH2:30][CH2:29][N:28]([CH3:31])[C@H:27]1[CH2:32][OH:33]. The catalyst class is: 33.